This data is from Reaction yield outcomes from USPTO patents with 853,638 reactions. The task is: Predict the reaction yield, written as a fraction of the theoretical maximum amount of product (1.0 means a 100% yield; for example, 0.34 means a 34% yield). (1) The reactants are [Cl:1][C:2]1[CH:7]=[CH:6][C:5]([NH:8][C:9]2[N:14]=[CH:13][CH:12]=[CH:11][N:10]=2)=[CH:4][C:3]=1[OH:15].C([O-])([O-])=O.[Cs+].[Cs+].Br[CH2:23][CH:24]=[C:25]([CH3:27])[CH3:26]. The catalyst is CC(C)=O. The product is [Cl:1][C:2]1[CH:7]=[CH:6][C:5]([NH:8][C:9]2[N:10]=[CH:11][CH:12]=[CH:13][N:14]=2)=[CH:4][C:3]=1[O:15][CH2:23][CH:24]=[C:25]([CH3:27])[CH3:26]. The yield is 0.530. (2) The reactants are [C:1]([O:5][C@@H:6]([C:12]1[C:37]([CH3:38])=[N:36][C:35]2=[CH:39][C:32]3=[N:33][N:34]2[C:13]=1[N:14]1[CH2:42][CH2:41][C:17]([CH3:43])([O:18][CH2:19][CH2:20][CH2:21][CH2:22][C:23]2[CH:24]=[C:25]([CH3:40])[CH:26]=[CH:27][C:28]=2[CH2:29][O:30][CH2:31]3)[CH2:16][CH2:15]1)[C:7]([O:9]CC)=[O:8])([CH3:4])([CH3:3])[CH3:2].[OH-].[Na+]. The catalyst is CCO. The product is [C:1]([O:5][C@@H:6]([C:12]1[C:37]([CH3:38])=[N:36][C:35]2=[CH:39][C:32]3=[N:33][N:34]2[C:13]=1[N:14]1[CH2:15][CH2:16][C:17]([CH3:43])([O:18][CH2:19][CH2:20][CH2:21][CH2:22][C:23]2[CH:24]=[C:25]([CH3:40])[CH:26]=[CH:27][C:28]=2[CH2:29][O:30][CH2:31]3)[CH2:41][CH2:42]1)[C:7]([OH:9])=[O:8])([CH3:4])([CH3:2])[CH3:3]. The yield is 0.840. (3) The reactants are O[NH:2][C:3]([C:5]1[N:9]2[CH:10]=[C:11]([C:15]3[CH:20]=[CH:19][C:18]([C:21]([F:24])([F:23])[F:22])=[CH:17][CH:16]=3)[NH:12][C:13](=[O:14])[C:8]2=[CH:7][CH:6]=1)=[NH:4].C(O)(=O)C.C([O-])=O.[NH4+]. The catalyst is CO.[Pd].[Ni].O. The product is [O:14]=[C:13]1[NH:12][C:11]([C:15]2[CH:20]=[CH:19][C:18]([C:21]([F:24])([F:23])[F:22])=[CH:17][CH:16]=2)=[CH:10][N:9]2[C:5]([C:3]([NH2:4])=[NH:2])=[CH:6][CH:7]=[C:8]12. The yield is 0.440. (4) The reactants are [N:1]1([C:5]2[N:10]=[C:9]([C:11]([O:13]C)=[O:12])[CH:8]=[CH:7][CH:6]=2)[CH2:4][CH2:3][CH2:2]1.[OH-].[K+].Cl. The catalyst is CO. The product is [N:1]1([C:5]2[N:10]=[C:9]([C:11]([OH:13])=[O:12])[CH:8]=[CH:7][CH:6]=2)[CH2:4][CH2:3][CH2:2]1. The yield is 0.760. (5) The reactants are [C:1]1([C:7]#[C:8][Si](C)(C)C)[CH:6]=[CH:5][CH:4]=[CH:3][CH:2]=1.[F:13][C:14]1[CH:22]=[CH:21][CH:20]=[CH:19][C:15]=1[C:16](Cl)=O.O.[NH2:24][NH2:25]. The catalyst is CC1C(C)=NC(=O)N=1.C(OCC)(=O)C.Cl[Cu]. The product is [F:13][C:14]1[CH:22]=[CH:21][CH:20]=[CH:19][C:15]=1[C:16]1[CH:8]=[C:7]([C:1]2[CH:6]=[CH:5][CH:4]=[CH:3][CH:2]=2)[NH:25][N:24]=1. The yield is 0.700. (6) The reactants are [NH2:1][C:2]1[N:7]=[CH:6][C:5]([CH:8]([C:10]2[C:18]3[C:13](=[N:14][CH:15]=[C:16]([Cl:19])[CH:17]=3)[N:12]([S:20]([C:23]3[CH:28]=[CH:27][CH:26]=[CH:25][CH:24]=3)(=[O:22])=[O:21])[CH:11]=2)O)=[CH:4][CH:3]=1.C([SiH](CC)CC)C.FC(F)(F)C(O)=O. The catalyst is ClCCl. The product is [C:23]1([S:20]([N:12]2[C:13]3=[N:14][CH:15]=[C:16]([Cl:19])[CH:17]=[C:18]3[C:10]([CH2:8][C:5]3[CH:4]=[CH:3][C:2]([NH2:1])=[N:7][CH:6]=3)=[CH:11]2)(=[O:22])=[O:21])[CH:28]=[CH:27][CH:26]=[CH:25][CH:24]=1. The yield is 0.730. (7) The reactants are [Cl:1][C:2]1[CH:7]=[CH:6][C:5]([O:8][C:9]2[CH:14]=[CH:13][C:12]([CH2:15][NH:16][C:17]([NH2:19])=[NH:18])=[CH:11][CH:10]=2)=[CH:4][C:3]=1[C:20]([F:23])([F:22])[F:21].[OH:24]/[CH:25]=[C:26](/[CH2:31][C:32]1[CH:33]=[N:34][CH:35]=[N:36][CH:37]=1)\[C:27](OC)=O.[C:38]([O-:41])([O-])=[O:39].[Cs+].[Cs+]. The catalyst is CN1C(=O)CCC1. The product is [F:21][C:20]([F:23])([F:22])[C:38]([OH:41])=[O:39].[Cl:1][C:2]1[CH:7]=[CH:6][C:5]([O:8][C:9]2[CH:14]=[CH:13][C:12]([CH2:15][NH:16][C:17]3[NH:19][CH:27]=[C:26]([CH2:31][C:32]4[CH:37]=[N:36][CH:35]=[N:34][CH:33]=4)[C:25](=[O:24])[N:18]=3)=[CH:11][CH:10]=2)=[CH:4][C:3]=1[C:20]([F:21])([F:22])[F:23]. The yield is 0.0760.